Dataset: Catalyst prediction with 721,799 reactions and 888 catalyst types from USPTO. Task: Predict which catalyst facilitates the given reaction. Reactant: [C:1]([O:5][C:6](=[O:42])[NH:7][C:8](=[N:23][C:24](=[O:41])[CH2:25][C:26]([C:31]1[CH:36]=[CH:35][C:34]([O:37][CH2:38][CH:39]=[CH2:40])=[CH:33][CH:32]=1)=[N:27][O:28][CH2:29][CH3:30])[CH2:9][C:10]1[CH:15]=[C:14]([Cl:16])[C:13]([NH:17][C:18](=[O:21])[CH2:19]Br)=[C:12]([Cl:22])[CH:11]=1)([CH3:4])([CH3:3])[CH3:2].Cl.[CH2:44]([NH2:49])[CH2:45][CH2:46][CH:47]=[CH2:48].[CH:50](N(C(C)C)CC)(C)C. Product: [C:1]([O:5][C:6](=[O:42])[NH:7][C:8](=[N:23][C:24](=[O:41])[CH2:25][C:26]([C:31]1[CH:36]=[CH:35][C:34]([O:37][CH2:38][CH:39]=[CH2:40])=[CH:33][CH:32]=1)=[N:27][O:28][CH2:29][CH3:30])[CH2:9][C:10]1[CH:15]=[C:14]([Cl:16])[C:13]([NH:17][C:18](=[O:21])[CH2:19][NH:49][CH2:44][CH2:45][CH2:46][CH2:47][CH:48]=[CH2:50])=[C:12]([Cl:22])[CH:11]=1)([CH3:4])([CH3:3])[CH3:2]. The catalyst class is: 4.